Dataset: Full USPTO retrosynthesis dataset with 1.9M reactions from patents (1976-2016). Task: Predict the reactants needed to synthesize the given product. (1) The reactants are: [Br:1][C:2]1[CH:3]=[C:4]([NH:8][C:9]2[C:18]3[C:17]([NH2:19])=[C:16]([O:20][CH3:21])[C:15]([O:22][CH3:23])=[CH:14][C:13]=3[N:12]=[CH:11][N:10]=2)[CH:5]=[CH:6][CH:7]=1.[C:24](N1C=CN=C1)(N1C=CN=C1)=[S:25]. Given the product [Br:1][C:2]1[CH:3]=[C:4]([N:8]2[C:9]3[C:18]4[C:13]([N:12]=[CH:11][N:10]=3)=[CH:14][C:15]([O:22][CH3:23])=[C:16]([O:20][CH3:21])[C:17]=4[NH:19][C:24]2=[S:25])[CH:5]=[CH:6][CH:7]=1, predict the reactants needed to synthesize it. (2) The reactants are: [CH2:1]([O:8][C:9]1[C:10](=[O:32])[CH:11]([C:28]([O:30]C)=[O:29])[CH2:12][N:13]2[CH2:18][CH2:17][N:16]([CH2:19][C:20]3[CH:25]=[CH:24][CH:23]=[C:22]([Cl:26])[CH:21]=3)[C:15](=[O:27])[C:14]=12)[C:2]1[CH:7]=[CH:6][CH:5]=[CH:4][CH:3]=1. Given the product [CH2:1]([O:8][C:9]1[C:10](=[O:32])[CH:11]([C:28]([OH:30])=[O:29])[CH2:12][N:13]2[CH2:18][CH2:17][N:16]([CH2:19][C:20]3[CH:25]=[CH:24][CH:23]=[C:22]([Cl:26])[CH:21]=3)[C:15](=[O:27])[C:14]=12)[C:2]1[CH:7]=[CH:6][CH:5]=[CH:4][CH:3]=1, predict the reactants needed to synthesize it. (3) Given the product [CH2:32]([O:30][C:5]1[CH:4]=[CH:3][C:2]([F:1])=[CH:7][C:6]=1[C:8]([CH3:28])([CH3:29])[CH2:9][C:10]([OH:27])([C:23]([F:25])([F:26])[F:24])[CH2:11][N:12]1[C:21]2[C:16](=[CH:17][CH:18]=[CH:19][CH:20]=2)[C:15](=[O:22])[CH:14]=[CH:13]1)[CH3:33], predict the reactants needed to synthesize it. The reactants are: [F:1][C:2]1[CH:3]=[CH:4][C:5]([OH:30])=[C:6]([C:8]([CH3:29])([CH3:28])[CH2:9][C:10]([OH:27])([C:23]([F:26])([F:25])[F:24])[CH2:11][N:12]2[C:21]3[C:16](=[CH:17][CH:18]=[CH:19][CH:20]=3)[C:15](=[O:22])[CH:14]=[CH:13]2)[CH:7]=1.I[CH2:32][CH3:33].C(=O)([O-])[O-].[K+].[K+]. (4) Given the product [NH2:20][S:17]([C:11]1[C:10]([Cl:21])=[CH:9][C:8]([NH:7][CH2:6][C:3]2[O:4][CH:5]=[CH:1][CH:2]=2)=[C:13]([CH:12]=1)[C:14]([O:16][CH2:23][CH2:24][CH2:25][C:26]([O:28][CH2:29][CH3:30])=[O:27])=[O:15])(=[O:19])=[O:18], predict the reactants needed to synthesize it. The reactants are: [CH:1]1[CH:2]=[C:3]([CH2:6][NH:7][C:8]2[C:13]([C:14]([OH:16])=[O:15])=[CH:12][C:11]([S:17]([NH2:20])(=[O:19])=[O:18])=[C:10]([Cl:21])[CH:9]=2)[O:4][CH:5]=1.Br[CH2:23][CH2:24][CH2:25][C:26]([O:28][CH2:29][CH3:30])=[O:27].C1CN2C(=NCCC2)C1.C(#N)C. (5) Given the product [CH2:27]([C:10]1[C:9](=[O:11])[C:8]2[CH:22]=[CH:21][C:20]3[C:19]([C:7]=2[C:6](=[O:12])[C:5]=1[OH:4])=[CH:18][C:17]([C:13]([CH3:16])([CH3:14])[CH3:15])=[CH:24][CH:23]=3)[CH:25]=[CH2:26], predict the reactants needed to synthesize it. The reactants are: C([O:4][C:5]1[C:6](=[O:12])[CH:7]=[CH:8][C:9](=[O:11])[CH:10]=1)C=C.[C:13]([C:17]1[CH:24]=[CH:23][C:20]([CH:21]=[CH2:22])=[CH:19][CH:18]=1)([CH3:16])([CH3:15])[CH3:14].[CH:25](O)([CH3:27])[CH3:26].